From a dataset of Catalyst prediction with 721,799 reactions and 888 catalyst types from USPTO. Predict which catalyst facilitates the given reaction. (1) Reactant: [NH2:1][C:2]1[C:10]([O:11][CH3:12])=[CH:9][C:5]([C:6]([OH:8])=O)=[C:4]([F:13])[CH:3]=1.[NH:14]1[CH2:19][CH2:18][O:17][CH2:16][CH2:15]1.CN(C(ON1N=NC2C=CC=NC1=2)=[N+](C)C)C.F[P-](F)(F)(F)(F)F.CCN(C(C)C)C(C)C. Product: [NH2:1][C:2]1[C:10]([O:11][CH3:12])=[CH:9][C:5]([C:6]([N:14]2[CH2:19][CH2:18][O:17][CH2:16][CH2:15]2)=[O:8])=[C:4]([F:13])[CH:3]=1. The catalyst class is: 2. (2) Product: [Br:1][C:2]1[C:3]([CH3:11])=[C:4]([CH:8]=[CH:9][CH:10]=1)[C:5]([Cl:12])=[O:6]. The catalyst class is: 9. Reactant: [Br:1][C:2]1[C:3]([CH3:11])=[C:4]([CH:8]=[CH:9][CH:10]=1)[C:5](O)=[O:6].[Cl:12]CCl.C(Cl)(=O)C(Cl)=O. (3) Reactant: C([O:5][C:6](=[O:40])[C:7]1[CH:12]=[CH:11][CH:10]=[C:9]([NH:13][C:14]2[N:19]=[C:18]([O:20][C:21]3[CH:26]=[CH:25][C:24]([CH:27]=[O:28])=[CH:23][C:22]=3[O:29][CH3:30])[N:17]=[C:16]([O:31][C:32]3[CH:37]=[CH:36][C:35]([O:38][CH3:39])=[CH:34][CH:33]=3)[N:15]=2)[CH:8]=1)(C)(C)C.CCOCC.CCCCCC. Product: [CH:27]([C:24]1[CH:25]=[CH:26][C:21]([O:20][C:18]2[N:17]=[C:16]([O:31][C:32]3[CH:33]=[CH:34][C:35]([O:38][CH3:39])=[CH:36][CH:37]=3)[N:15]=[C:14]([NH:13][C:9]3[CH:8]=[C:7]([CH:12]=[CH:11][CH:10]=3)[C:6]([OH:40])=[O:5])[N:19]=2)=[C:22]([O:29][CH3:30])[CH:23]=1)=[O:28]. The catalyst class is: 14. (4) Reactant: [CH:1]1([C:4]2[CH:9]=[C:8]([CH:10](OCC)[O:11]CC)[N:7]=[C:6]([S:17][CH2:18][CH2:19][CH2:20][CH2:21][CH2:22][CH3:23])[N:5]=2)[CH2:3][CH2:2]1.Cl.C([O-])([O-])=O.[Na+].[Na+]. Product: [CH:1]1([C:4]2[N:5]=[C:6]([S:17][CH2:18][CH2:19][CH2:20][CH2:21][CH2:22][CH3:23])[N:7]=[C:8]([CH:10]=[O:11])[CH:9]=2)[CH2:3][CH2:2]1. The catalyst class is: 1. (5) Reactant: [CH3:1][O:2][CH:3]([O:14][CH3:15])[CH2:4][NH:5][CH2:6][C:7]1[CH:12]=[CH:11][C:10]([F:13])=[CH:9][CH:8]=1.N1C=CC=CC=1.[C:22]1([CH3:32])[CH:27]=[CH:26][C:25]([S:28](Cl)(=[O:30])=[O:29])=[CH:24][CH:23]=1. Product: [CH3:1][O:2][CH:3]([O:14][CH3:15])[CH2:4][N:5]([CH2:6][C:7]1[CH:8]=[CH:9][C:10]([F:13])=[CH:11][CH:12]=1)[S:28]([C:25]1[CH:26]=[CH:27][C:22]([CH3:32])=[CH:23][CH:24]=1)(=[O:30])=[O:29]. The catalyst class is: 4. (6) Product: [F:30][CH:28]([F:29])[CH2:27][CH2:26][C:20]([C:31]1[CH:32]=[C:33]2[C:37](=[CH:38][CH:39]=1)[N:36]([C:9]([O:11][C:12]([CH3:13])([CH3:14])[CH3:15])=[O:10])[C:35](=[O:40])[C:34]2=[O:41])([C:21]([O:23][CH2:24][CH3:25])=[O:22])[CH2:19][CH2:18][CH:17]([F:16])[F:42]. The catalyst class is: 367. Reactant: [C:9](O[C:9]([O:11][C:12]([CH3:15])([CH3:14])[CH3:13])=[O:10])([O:11][C:12]([CH3:15])([CH3:14])[CH3:13])=[O:10].[F:16][CH:17]([F:42])[CH2:18][CH2:19][C:20]([C:31]1[CH:32]=[C:33]2[C:37](=[CH:38][CH:39]=1)[NH:36][C:35](=[O:40])[C:34]2=[O:41])([CH2:26][CH2:27][CH:28]([F:30])[F:29])[C:21]([O:23][CH2:24][CH3:25])=[O:22]. (7) Reactant: [Cl:1][C:2]1[CH:7]=[CH:6][CH:5]=[CH:4][C:3]=1[N:8]1[C:12]([C:13]2[S:14][C:15]([C:18]3[CH:23]=[CH:22][CH:21]=[C:20]([S:24]([CH3:27])(=[O:26])=[O:25])[CH:19]=3)=[CH:16][CH:17]=2)=[CH:11][C:10]([C:28](O)=[O:29])=[N:9]1.C(N1C=CN=C1)([N:33]1[CH:37]=[CH:36]N=C1)=O.C(N)C.C1COCC1. Product: [Cl:1][C:2]1[CH:7]=[CH:6][CH:5]=[CH:4][C:3]=1[N:8]1[C:12]([C:13]2[S:14][C:15]([C:18]3[CH:23]=[CH:22][CH:21]=[C:20]([S:24]([CH3:27])(=[O:26])=[O:25])[CH:19]=3)=[CH:16][CH:17]=2)=[CH:11][C:10]([C:28]([NH:33][CH2:37][CH3:36])=[O:29])=[N:9]1. The catalyst class is: 2.